From a dataset of Peptide-MHC class II binding affinity with 134,281 pairs from IEDB. Regression. Given a peptide amino acid sequence and an MHC pseudo amino acid sequence, predict their binding affinity value. This is MHC class II binding data. The peptide sequence is DMDKVETFLRIVQCR. The MHC is DRB1_0301 with pseudo-sequence DRB1_0301. The binding affinity (normalized) is 0.216.